Dataset: Peptide-MHC class II binding affinity with 134,281 pairs from IEDB. Task: Regression. Given a peptide amino acid sequence and an MHC pseudo amino acid sequence, predict their binding affinity value. This is MHC class II binding data. (1) The peptide sequence is LFGKKNLIPSSASPW. The MHC is HLA-DQA10601-DQB10402 with pseudo-sequence HLA-DQA10601-DQB10402. The binding affinity (normalized) is 0.287. (2) The peptide sequence is VGAATGAATAATGGY. The MHC is HLA-DQA10501-DQB10301 with pseudo-sequence HLA-DQA10501-DQB10301. The binding affinity (normalized) is 0.637. (3) The peptide sequence is GTKTEAEDVIPEGWK. The MHC is DRB5_0101 with pseudo-sequence DRB5_0101. The binding affinity (normalized) is 0.0514. (4) The peptide sequence is LGFLQRSSNFQCQKL. The MHC is DRB1_0701 with pseudo-sequence DRB1_0701. The binding affinity (normalized) is 0.386. (5) The binding affinity (normalized) is 0.442. The peptide sequence is ENGSMRVFVDVIRALD. The MHC is DRB1_1501 with pseudo-sequence DRB1_1501.